The task is: Predict the product of the given reaction.. This data is from Forward reaction prediction with 1.9M reactions from USPTO patents (1976-2016). (1) Given the reactants [CH2:1]=[CH:2][C:3](=[CH2:5])[CH3:4].[CH2:6]=[CH:7][C:8]1C=CC=C[CH:9]=1.[Li][Li], predict the reaction product. The product is: [CH2:1]=[CH:2][C:3](=[CH2:4])[CH3:5].[CH2:6]=[CH:7][CH:8]=[CH2:9]. (2) Given the reactants [CH:1]([C:4]1[CH:5]=[C:6]([CH3:11])[C:7]([NH2:10])=[N:8][CH:9]=1)([CH3:3])[CH3:2].[F:12][C:13]1[CH:18]=[CH:17][C:16]([S:19](Cl)(=[O:21])=[O:20])=[CH:15][CH:14]=1, predict the reaction product. The product is: [F:12][C:13]1[CH:18]=[CH:17][C:16]([S:19]([NH:10][C:7]2[C:6]([CH3:11])=[CH:5][C:4]([CH:1]([CH3:3])[CH3:2])=[CH:9][N:8]=2)(=[O:21])=[O:20])=[CH:15][CH:14]=1. (3) Given the reactants [OH:1][C:2]1[CH:7]=[CH:6][C:5]([N+:8]([O-:10])=[O:9])=[CH:4][N:3]=1.[I-].C[N+]1C=CN([C:18](=[O:27])[N:19]([CH3:26])[C:20]2[CH:25]=[CH:24][CH:23]=[CH:22][CH:21]=2)C=1.C(N(CC)CC)C, predict the reaction product. The product is: [N+:8]([C:5]1[CH:6]=[CH:7][C:2]([O:1][C:18](=[O:27])[N:19]([CH3:26])[C:20]2[CH:25]=[CH:24][CH:23]=[CH:22][CH:21]=2)=[N:3][CH:4]=1)([O-:10])=[O:9]. (4) Given the reactants Cl[C:2]1[N:7]=[C:6]2[N:8]([CH2:20][CH2:21][CH:22]3[CH2:27][CH2:26][N:25](C(OC(C)(C)C)=O)[CH2:24][CH2:23]3)[N:9]=[C:10]([NH:11][C:12]3[C:17]([Cl:18])=[CH:16][CH:15]=[CH:14][C:13]=3[Cl:19])[C:5]2=[CH:4][N:3]=1.[NH2:35][C:36]1[CH:41]=[CH:40][CH:39]=[CH:38][CH:37]=1.C(O)(C(F)(F)F)=O, predict the reaction product. The product is: [Cl:18][C:17]1[CH:16]=[CH:15][CH:14]=[C:13]([Cl:19])[C:12]=1[NH:11][C:10]1[C:5]2[C:6](=[N:7][C:2]([NH:35][C:36]3[CH:41]=[CH:40][CH:39]=[CH:38][CH:37]=3)=[N:3][CH:4]=2)[N:8]([CH2:20][CH2:21][CH:22]2[CH2:23][CH2:24][NH:25][CH2:26][CH2:27]2)[N:9]=1. (5) Given the reactants FC(F)(F)C(O)=O.COC1C=CC(C[NH:15][C:16]2[CH:25]=[C:24]3[C:19]([CH:20]=[C:21]([C:28]4[CH:33]=[C:32]([NH2:34])[C:31]([F:35])=[CH:30][C:29]=4[CH3:36])[C:22](=[O:27])[N:23]3[CH3:26])=[CH:18][N:17]=2)=CC=1, predict the reaction product. The product is: [NH2:15][C:16]1[CH:25]=[C:24]2[C:19]([CH:20]=[C:21]([C:28]3[CH:33]=[C:32]([NH2:34])[C:31]([F:35])=[CH:30][C:29]=3[CH3:36])[C:22](=[O:27])[N:23]2[CH3:26])=[CH:18][N:17]=1. (6) Given the reactants C[C:2]([CH3:5])([O-])C.[K+].[C:7]1(=[O:14])[CH2:13][CH2:12][CH2:11][CH2:10][CH2:9][CH2:8]1.[CH2:15](I)[CH3:16], predict the reaction product. The product is: [CH2:15]([C:8]1([CH2:2][CH3:5])[CH2:9][CH2:10][CH2:11][CH2:12][CH2:13][C:7]1=[O:14])[CH3:16]. (7) Given the reactants [OH:1][C:2]1[CH:7]=[CH:6][C:5]([C:8]2[CH:9]=[C:10]3[C:15](=[CH:16][CH:17]=2)[N:14]=[C:13]([C:18]([O:20][CH3:21])=[O:19])[CH:12]=[CH:11]3)=[CH:4][CH:3]=1.C1(P(C2C=CC=CC=2)C2C=CC=CC=2)C=CC=CC=1.[CH:41]1([C:44]2[O:48][N:47]=[C:46]([C:49]3[C:54]([Cl:55])=[CH:53][N:52]=[CH:51][C:50]=3[Cl:56])[C:45]=2[CH2:57]O)[CH2:43][CH2:42]1.N(C(OC(C)C)=O)=NC(OC(C)C)=O, predict the reaction product. The product is: [CH:41]1([C:44]2[O:48][N:47]=[C:46]([C:49]3[C:50]([Cl:56])=[CH:51][N:52]=[CH:53][C:54]=3[Cl:55])[C:45]=2[CH2:57][O:1][C:2]2[CH:7]=[CH:6][C:5]([C:8]3[CH:9]=[C:10]4[C:15](=[CH:16][CH:17]=3)[N:14]=[C:13]([C:18]([O:20][CH3:21])=[O:19])[CH:12]=[CH:11]4)=[CH:4][CH:3]=2)[CH2:43][CH2:42]1. (8) Given the reactants [C:1]([C:3]1[CH:4]=[C:5]2[C:9](=[CH:10][CH:11]=1)[N:8](C1CCCCO1)[N:7]=[C:6]2[C:18]1[CH:19]=[C:20]([CH:24]=[CH:25][CH:26]=1)[C:21](O)=[O:22])#[N:2].O[N:28]1[C:32]2C=CC=CC=2N=[N:29]1.Cl.[CH3:38][N:39]([CH3:48])[CH2:40][CH2:41][CH2:42]N=C=NCC.[NH2:49][C:50]1[CH:55]=[CH:54][CH:53]=[CH:52][CH:51]=1, predict the reaction product. The product is: [C:50]1([NH:49][C:21]([C:20]2[CH:24]=[CH:25][CH:26]=[C:18]([C:6]3[C:5]4[C:9](=[CH:10][CH:11]=[C:3]([C:1]5[N:2]=[C:32]([CH2:48][N:39]6[CH2:38][CH2:42][CH2:41][CH2:40]6)[NH:28][N:29]=5)[CH:4]=4)[NH:8][N:7]=3)[CH:19]=2)=[O:22])[CH:55]=[CH:54][CH:53]=[CH:52][CH:51]=1. (9) Given the reactants [O:1]1[CH:5]=[CH:4][CH:3]=[C:2]1[C:6]1[N:10]([C:11]2[CH:12]=[C:13]([CH:17]3[CH2:22][CH2:21][NH:20][CH2:19][CH2:18]3)[CH:14]=[CH:15][CH:16]=2)[N:9]=[C:8]([C:23]([F:26])([F:25])[F:24])[CH:7]=1.CCN(CC)CC.[CH3:34][C:35]([O:38][C:39](O[C:39]([O:38][C:35]([CH3:37])([CH3:36])[CH3:34])=[O:40])=[O:40])([CH3:37])[CH3:36], predict the reaction product. The product is: [O:1]1[CH:5]=[CH:4][CH:3]=[C:2]1[C:6]1[N:10]([C:11]2[CH:12]=[C:13]([CH:17]3[CH2:22][CH2:21][N:20]([C:39]([O:38][C:35]([CH3:37])([CH3:36])[CH3:34])=[O:40])[CH2:19][CH2:18]3)[CH:14]=[CH:15][CH:16]=2)[N:9]=[C:8]([C:23]([F:24])([F:25])[F:26])[CH:7]=1. (10) Given the reactants [F:1][C:2]1[C:3]([C:10]2[CH:15]=[CH:14][N:13]=[C:12]([C:16]([F:19])([F:18])[F:17])[CH:11]=2)=[N:4][CH:5]=[C:6]([CH2:8][NH2:9])[CH:7]=1.[C:20]([N:23]1[CH2:28][CH2:27][N:26]([C:29]2[CH:30]=[CH:31][C:32]([C:35](O)=[O:36])=[N:33][CH:34]=2)[CH2:25][CH2:24]1)(=[O:22])[CH3:21].CN(C(ON1N=NC2C=CC=NC1=2)=[N+](C)C)C.F[P-](F)(F)(F)(F)F.CCN(C(C)C)C(C)C, predict the reaction product. The product is: [C:20]([N:23]1[CH2:24][CH2:25][N:26]([C:29]2[CH:30]=[CH:31][C:32]([C:35]([NH:9][CH2:8][C:6]3[CH:7]=[C:2]([F:1])[C:3]([C:10]4[CH:15]=[CH:14][N:13]=[C:12]([C:16]([F:19])([F:17])[F:18])[CH:11]=4)=[N:4][CH:5]=3)=[O:36])=[N:33][CH:34]=2)[CH2:27][CH2:28]1)(=[O:22])[CH3:21].